From a dataset of Reaction yield outcomes from USPTO patents with 853,638 reactions. Predict the reaction yield, written as a fraction of the theoretical maximum amount of product (1.0 means a 100% yield; for example, 0.34 means a 34% yield). (1) The reactants are [Mg].Br[CH2:3][CH2:4][CH2:5][CH2:6][CH3:7].[P:8](Cl)(Cl)([O:10][C:11]1[CH:16]=[CH:15][CH:14]=[CH:13][CH:12]=1)=[O:9].P(Cl)(Cl)(O[C:22]1[CH:27]=[CH:26]C=[CH:24][CH:23]=1)=O.C1COCC1.[NH4+].[Cl-]. The catalyst is C1COCC1. The product is [CH2:3]([P:8]([CH2:24][CH2:23][CH2:22][CH2:27][CH3:26])(=[O:9])[O:10][C:11]1[CH:16]=[CH:15][CH:14]=[CH:13][CH:12]=1)[CH2:4][CH2:5][CH2:6][CH3:7]. The yield is 0.0300. (2) The reactants are [NH2:1][C:2]1[CH:3]=[C:4]([CH:21]=[CH:22][C:23]=1[F:24])[O:5][C:6]1[CH:7]=[CH:8][C:9]2[N:10]([CH:12]=[C:13]([NH:15][C:16]([CH:18]3[CH2:20][CH2:19]3)=[O:17])[N:14]=2)[N:11]=1.[CH2:25]([C:27]1[CH:31]=[C:30]([C:32](O)=[O:33])[N:29]([CH3:35])[N:28]=1)[CH3:26].S(Cl)(Cl)=O. The catalyst is CN(C)C=O.CN(C)C(=O)C. The product is [CH:18]1([C:16]([NH:15][C:13]2[N:14]=[C:9]3[CH:8]=[CH:7][C:6]([O:5][C:4]4[CH:21]=[CH:22][C:23]([F:24])=[C:2]([NH:1][C:32]([C:30]5[N:29]([CH3:35])[N:28]=[C:27]([CH2:25][CH3:26])[CH:31]=5)=[O:33])[CH:3]=4)=[N:11][N:10]3[CH:12]=2)=[O:17])[CH2:20][CH2:19]1. The yield is 0.550. (3) The reactants are [NH2:1][C:2]1[C:11]([C:12]#[N:13])=[C:10](O)[C:9]2[C:4](=[CH:5][CH:6]=[CH:7][CH:8]=2)[N:3]=1.P(Br)(Br)[Br:16].BrBr. The catalyst is C(#N)C. The product is [NH2:1][C:2]1[C:11]([C:12]#[N:13])=[C:10]([Br:16])[C:9]2[C:4](=[CH:5][CH:6]=[CH:7][CH:8]=2)[N:3]=1. The yield is 0.620. (4) The product is [ClH:3].[NH2:6][CH2:7][C@H:8]([NH:12][C:13]([O:15][CH2:16][C:17]1[CH:22]=[CH:21][CH:20]=[CH:19][CH:18]=1)=[O:14])[C:9]([O:11][CH3:23])=[O:10]. The yield is 0.980. The reactants are S(Cl)([Cl:3])=O.Cl.[NH2:6][CH2:7][C@H:8]([NH:12][C:13]([O:15][CH2:16][C:17]1[CH:22]=[CH:21][CH:20]=[CH:19][CH:18]=1)=[O:14])[C:9]([OH:11])=[O:10].[CH:23](OC(C)C)(C)C. The catalyst is CO. (5) The reactants are C(O/[CH:4]=[CH:5]/[C:6](=O)[C:7]([F:13])([F:12])[C:8]([F:11])([F:10])[F:9])C.[CH3:15][S:16][CH:17]([CH3:25])/[CH:18]=[CH:19]/[N:20]1CCCC1.C([O-])(=O)C.[NH4+].O. The yield is 0.120. The catalyst is C(OCC)C. The product is [CH3:15][S:16][CH:17]([C:18]1[CH:4]=[CH:5][C:6]([C:7]([F:12])([F:13])[C:8]([F:9])([F:10])[F:11])=[N:20][CH:19]=1)[CH3:25]. (6) The reactants are [OH:1][N:2]1[CH:6]=[CH:5][CH:4]=[N:3]1.[F:7][C:8]1[CH:15]=[CH:14][CH:13]=[C:12]([F:16])[C:9]=1[CH2:10]Br. The catalyst is C(Cl)(Cl)Cl. The product is [F:7][C:8]1[CH:15]=[CH:14][CH:13]=[C:12]([F:16])[C:9]=1[CH2:10][N:3]1[CH2:4][CH:5]=[CH:6][N:2]1[OH:1]. The yield is 0.701. (7) The reactants are [NH2:1][C:2]1[CH:7]=[CH:6][C:5]([CH:8]([O:13][CH3:14])[C:9]([O:11][CH3:12])=[O:10])=[CH:4][CH:3]=1.[Cl:15][CH2:16][CH2:17][CH2:18][S:19](Cl)(=[O:21])=[O:20]. The catalyst is N1C=CC=CC=1.O.Cl.[Cl-].[Na+].O. The product is [Cl:15][CH2:16][CH2:17][CH2:18][S:19]([NH:1][C:2]1[CH:3]=[CH:4][C:5]([CH:8]([O:13][CH3:14])[C:9]([O:11][CH3:12])=[O:10])=[CH:6][CH:7]=1)(=[O:21])=[O:20]. The yield is 1.00.